This data is from Full USPTO retrosynthesis dataset with 1.9M reactions from patents (1976-2016). The task is: Predict the reactants needed to synthesize the given product. Given the product [C:31]([O:30][C:28]([N:24]1[CH2:25][CH2:26][CH2:27][C@@H:22]([O:21][C:15]2[CH:16]=[C:17]([F:20])[CH:18]=[CH:19][C:14]=2[NH:13][C:12]2[C:7]3[C:6]([CH3:36])=[C:5]([C:3]([OH:4])=[O:2])[S:35][C:8]=3[N:9]=[CH:10][N:11]=2)[CH2:23]1)=[O:29])([CH3:34])([CH3:32])[CH3:33], predict the reactants needed to synthesize it. The reactants are: C[O:2][C:3]([C:5]1[S:35][C:8]2[N:9]=[CH:10][N:11]=[C:12]([NH:13][C:14]3[CH:19]=[CH:18][C:17]([F:20])=[CH:16][C:15]=3[O:21][C@@H:22]3[CH2:27][CH2:26][CH2:25][N:24]([C:28]([O:30][C:31]([CH3:34])([CH3:33])[CH3:32])=[O:29])[CH2:23]3)[C:7]=2[C:6]=1[CH3:36])=[O:4].[OH-].[Na+].